From a dataset of Forward reaction prediction with 1.9M reactions from USPTO patents (1976-2016). Predict the product of the given reaction. Given the reactants Br[CH:2]([C:5]1[CH:10]=[CH:9][C:8]([N+:11]([O-:13])=[O:12])=[CH:7][CH:6]=1)[CH:3]=O.[S-:14][C:15]#[N:16].[K+].[CH:18]1([NH2:24])[CH2:23][CH2:22][CH2:21][CH2:20][CH2:19]1, predict the reaction product. The product is: [CH:18]1([NH:24][C:15]2[S:14][C:2]([C:5]3[CH:10]=[CH:9][C:8]([N+:11]([O-:13])=[O:12])=[CH:7][CH:6]=3)=[CH:3][N:16]=2)[CH2:23][CH2:22][CH2:21][CH2:20][CH2:19]1.